From a dataset of Peptide-MHC class I binding affinity with 185,985 pairs from IEDB/IMGT. Regression. Given a peptide amino acid sequence and an MHC pseudo amino acid sequence, predict their binding affinity value. This is MHC class I binding data. (1) The peptide sequence is ERSASGGVY. The MHC is HLA-A29:02 with pseudo-sequence HLA-A29:02. The binding affinity (normalized) is 0. (2) The peptide sequence is ISIPGDGKF. The MHC is HLA-B15:01 with pseudo-sequence HLA-B15:01. The binding affinity (normalized) is 0.436.